From a dataset of Full USPTO retrosynthesis dataset with 1.9M reactions from patents (1976-2016). Predict the reactants needed to synthesize the given product. The reactants are: [F:1][C:2]1[CH:3]=[C:4]([C:19]2[C:20](=[O:33])[N:21]([CH3:32])[C:22]([NH:25][C:26]3[CH:31]=[CH:30][CH:29]=[CH:28][CH:27]=3)=[N:23][CH:24]=2)[CH:5]=[CH:6][C:7]=1[O:8][C:9]1[CH:14]=[CH:13][N:12]=[C:11]2[CH:15]=[C:16](I)[S:17][C:10]=12.[CH3:34][NH:35][C:36]([C:38]1[CH:43]=[CH:42][C:41](B(O)O)=[CH:40][CH:39]=1)=[O:37].[Li+].[Cl-]. Given the product [F:1][C:2]1[CH:3]=[C:4]([C:19]2[C:20](=[O:33])[N:21]([CH3:32])[C:22]([NH:25][C:26]3[CH:31]=[CH:30][CH:29]=[CH:28][CH:27]=3)=[N:23][CH:24]=2)[CH:5]=[CH:6][C:7]=1[O:8][C:9]1[CH:14]=[CH:13][N:12]=[C:11]2[CH:15]=[C:16]([C:41]3[CH:42]=[CH:43][C:38]([C:36]([NH:35][CH3:34])=[O:37])=[CH:39][CH:40]=3)[S:17][C:10]=12, predict the reactants needed to synthesize it.